This data is from Forward reaction prediction with 1.9M reactions from USPTO patents (1976-2016). The task is: Predict the product of the given reaction. The product is: [Cl:1][C:2]1[CH:7]=[CH:6][C:5]([CH:8]([NH:9][S:10]([C:12]([CH3:15])([CH3:14])[CH3:13])=[O:11])[CH2:34][C:35]2[CH:40]=[CH:39][N:38]=[CH:37][CH:36]=2)=[C:4]([F:16])[C:3]=1[O:17][C:18]1[CH:19]=[CH:20][CH:21]=[CH:22][CH:23]=1. Given the reactants [Cl:1][C:2]1[CH:7]=[CH:6][C:5]([CH:8]=[N:9][S:10]([C:12]([CH3:15])([CH3:14])[CH3:13])=[O:11])=[C:4]([F:16])[C:3]=1[O:17][C:18]1[CH:23]=[CH:22][CH:21]=[CH:20][CH:19]=1.ClC1C(O)=C(F)C(C)=CC=1.[CH3:34][C:35]1[CH:40]=[CH:39][N:38]=[CH:37][CH:36]=1, predict the reaction product.